Dataset: Reaction yield outcomes from USPTO patents with 853,638 reactions. Task: Predict the reaction yield, written as a fraction of the theoretical maximum amount of product (1.0 means a 100% yield; for example, 0.34 means a 34% yield). (1) The reactants are [F:1][C:2]1[CH:3]=[C:4]([C:8]2[C:12]([C:13]([OH:15])=O)=[C:11]([CH3:16])[O:10][N:9]=2)[CH:5]=[CH:6][CH:7]=1.Cl.C(N=C=NCCCN(C)C)C.[F:29][C:30]1[CH:35]=[CH:34][CH:33]=[CH:32][C:31]=1[N:36]1[CH2:41][CH2:40][NH:39][CH2:38][CH2:37]1. The catalyst is ClCCl. The product is [F:1][C:2]1[CH:3]=[C:4]([C:8]2[C:12]([C:13]([N:39]3[CH2:38][CH2:37][N:36]([C:31]4[CH:32]=[CH:33][CH:34]=[CH:35][C:30]=4[F:29])[CH2:41][CH2:40]3)=[O:15])=[C:11]([CH3:16])[O:10][N:9]=2)[CH:5]=[CH:6][CH:7]=1. The yield is 0.760. (2) The reactants are [C:1]([C:5]1[CH:6]=[C:7]([C:13]2[N:17]([CH2:18][CH:19]3[CH2:24][CH2:23][CH2:22][CH2:21][CH2:20]3)[N:16]=[C:15]([C:25]([O:27]C)=O)[N:14]=2)[CH:8]=[C:9]([CH3:12])[C:10]=1[OH:11])([CH3:4])([CH3:3])[CH3:2].[NH3:29].CO. No catalyst specified. The yield is 0.360. The product is [C:1]([C:5]1[CH:6]=[C:7]([C:13]2[N:17]([CH2:18][CH:19]3[CH2:24][CH2:23][CH2:22][CH2:21][CH2:20]3)[N:16]=[C:15]([C:25]([NH2:29])=[O:27])[N:14]=2)[CH:8]=[C:9]([CH3:12])[C:10]=1[OH:11])([CH3:3])([CH3:2])[CH3:4].